From a dataset of Reaction yield outcomes from USPTO patents with 853,638 reactions. Predict the reaction yield, written as a fraction of the theoretical maximum amount of product (1.0 means a 100% yield; for example, 0.34 means a 34% yield). The product is [Br:13][C:12]1[C:8]([C:4]2[CH:3]=[C:2]([NH:1][C:32](=[O:33])[CH2:31][C:28]3[CH:29]=[CH:30][C:25]([O:24][C:23]([F:35])([F:22])[F:36])=[CH:26][CH:27]=3)[CH:7]=[CH:6][CH:5]=2)=[N:9][N:10]([CH3:14])[CH:11]=1. The yield is 0.680. The reactants are [NH2:1][C:2]1[CH:3]=[C:4]([C:8]2[C:12]([Br:13])=[CH:11][N:10]([CH3:14])[N:9]=2)[CH:5]=[CH:6][CH:7]=1.C(N(CC)CC)C.[F:22][C:23]([F:36])([F:35])[O:24][C:25]1[CH:30]=[CH:29][C:28]([CH2:31][C:32](O)=[O:33])=[CH:27][CH:26]=1.CN(C(ON1N=NC2C=CC=CC1=2)=[N+](C)C)C.F[P-](F)(F)(F)(F)F.C1C=CC2N(O)N=NC=2C=1. The catalyst is CN(C=O)C.